This data is from Peptide-MHC class I binding affinity with 185,985 pairs from IEDB/IMGT. The task is: Regression. Given a peptide amino acid sequence and an MHC pseudo amino acid sequence, predict their binding affinity value. This is MHC class I binding data. (1) The peptide sequence is RLRPGGKKKY. The MHC is HLA-B18:01 with pseudo-sequence HLA-B18:01. The binding affinity (normalized) is 0. (2) The peptide sequence is WQFGPSTYY. The MHC is HLA-B58:01 with pseudo-sequence HLA-B58:01. The binding affinity (normalized) is 0.611. (3) The peptide sequence is AIDFGNGADL. The MHC is HLA-A02:01 with pseudo-sequence HLA-A02:01. The binding affinity (normalized) is 0.00605. (4) The peptide sequence is VPVLEKKVCA. The MHC is HLA-B54:01 with pseudo-sequence HLA-B54:01. The binding affinity (normalized) is 0.488. (5) The peptide sequence is SFPQQPQQPY. The MHC is HLA-A01:01 with pseudo-sequence HLA-A01:01. The binding affinity (normalized) is 0.00101. (6) The peptide sequence is AVHGYYIGY. The MHC is HLA-A30:01 with pseudo-sequence HLA-A30:01. The binding affinity (normalized) is 0.756. (7) The peptide sequence is TRAPAPFPL. The MHC is HLA-A80:01 with pseudo-sequence HLA-A80:01. The binding affinity (normalized) is 0.0847.